From a dataset of Peptide-MHC class I binding affinity with 185,985 pairs from IEDB/IMGT. Regression. Given a peptide amino acid sequence and an MHC pseudo amino acid sequence, predict their binding affinity value. This is MHC class I binding data. (1) The binding affinity (normalized) is 0.216. The MHC is HLA-A03:01 with pseudo-sequence HLA-A03:01. The peptide sequence is PVIVVPVIDR. (2) The peptide sequence is KILTAGLSV. The binding affinity (normalized) is 0.281. The MHC is HLA-B15:01 with pseudo-sequence HLA-B15:01. (3) The peptide sequence is TEVFEFAFK. The binding affinity (normalized) is 0.487. The MHC is HLA-A11:02 with pseudo-sequence HLA-A11:01. (4) The peptide sequence is SVQPTFSVQR. The MHC is HLA-A31:01 with pseudo-sequence HLA-A31:01. The binding affinity (normalized) is 0.719.